This data is from Reaction yield outcomes from USPTO patents with 853,638 reactions. The task is: Predict the reaction yield, written as a fraction of the theoretical maximum amount of product (1.0 means a 100% yield; for example, 0.34 means a 34% yield). The reactants are [CH3:1][N:2]1[C:6]([C:7]([OH:9])=O)=[CH:5][N:4]=[N:3]1.CN(C)C=O.C(Cl)(=O)C(Cl)=O.[NH2:21][C:22]1[CH:23]=[C:24]([CH:41]=[CH:42][CH:43]=1)[O:25][C:26]1[CH:27]=[CH:28][C:29]2[N:30]([CH:32]=[C:33]([NH:35][C:36]([CH:38]3[CH2:40][CH2:39]3)=[O:37])[N:34]=2)[N:31]=1. The catalyst is CN(C)C(=O)C.O1CCCC1. The product is [CH:38]1([C:36]([NH:35][C:33]2[N:34]=[C:29]3[CH:28]=[CH:27][C:26]([O:25][C:24]4[CH:23]=[C:22]([NH:21][C:7]([C:6]5[N:2]([CH3:1])[N:3]=[N:4][CH:5]=5)=[O:9])[CH:43]=[CH:42][CH:41]=4)=[N:31][N:30]3[CH:32]=2)=[O:37])[CH2:39][CH2:40]1. The yield is 0.670.